This data is from Full USPTO retrosynthesis dataset with 1.9M reactions from patents (1976-2016). The task is: Predict the reactants needed to synthesize the given product. Given the product [O:10]1[CH2:11][CH2:12][CH:8]([C:7]2[C:2]([O:29][C:26]3[CH:25]=[CH:24][C:23]([NH:22][C:14]4[S:13][C:17]5[CH:18]=[CH:19][CH:20]=[CH:21][C:16]=5[N:15]=4)=[CH:28][CH:27]=3)=[N:3][CH:4]=[CH:5][CH:6]=2)[CH2:9]1, predict the reactants needed to synthesize it. The reactants are: F[C:2]1[C:7]([CH:8]2[CH2:12][CH2:11][O:10][CH2:9]2)=[CH:6][CH:5]=[CH:4][N:3]=1.[S:13]1[C:17]2[CH:18]=[CH:19][CH:20]=[CH:21][C:16]=2[N:15]=[C:14]1[NH:22][C:23]1[CH:28]=[CH:27][C:26]([OH:29])=[CH:25][CH:24]=1.C(=O)([O-])[O-].[Cs+].[Cs+].